Dataset: Peptide-MHC class II binding affinity with 134,281 pairs from IEDB. Task: Regression. Given a peptide amino acid sequence and an MHC pseudo amino acid sequence, predict their binding affinity value. This is MHC class II binding data. The peptide sequence is TDALRTLGSTSADEV. The MHC is DRB3_0101 with pseudo-sequence DRB3_0101. The binding affinity (normalized) is 0.0314.